Task: Predict the reactants needed to synthesize the given product.. Dataset: Full USPTO retrosynthesis dataset with 1.9M reactions from patents (1976-2016) (1) The reactants are: [F:1][C:2]([F:15])([F:14])[C:3]1[CH:12]=[CH:11][C:10]([NH2:13])=[C:9]2[C:4]=1[CH:5]=[CH:6][CH:7]=[N:8]2.[F:16][C:17]([F:29])([F:28])[C:18]1[N:23]=[CH:22][C:21]([S:24](Cl)(=[O:26])=[O:25])=[CH:20][CH:19]=1.N1C=CC=CC=1. Given the product [F:15][C:2]([F:1])([F:14])[C:3]1[CH:12]=[CH:11][C:10]([NH:13][S:24]([C:21]2[CH:22]=[N:23][C:18]([C:17]([F:29])([F:16])[F:28])=[CH:19][CH:20]=2)(=[O:26])=[O:25])=[C:9]2[C:4]=1[CH:5]=[CH:6][CH:7]=[N:8]2, predict the reactants needed to synthesize it. (2) The reactants are: [OH:1][NH:2][C:3]([C@H:5]1[CH2:12][C:9]2([CH2:11][CH2:10]2)[CH2:8][NH:7][C@@H:6]1[C:13]([N:15]1[CH2:20][CH:19]=[C:18]([C:21]2[CH:26]=[CH:25][CH:24]=[C:23]([CH:27]([CH3:29])[CH3:28])[CH:22]=2)[CH2:17][CH2:16]1)=[O:14])=[O:4].[O-]S([O-])(=O)=O.[Ba+2]. Given the product [OH:1][NH:2][C:3]([C@H:5]1[CH2:12][C:9]2([CH2:10][CH2:11]2)[CH2:8][NH:7][C@@H:6]1[C:13]([N:15]1[CH2:20][CH2:19][CH:18]([C:21]2[CH:26]=[CH:25][CH:24]=[C:23]([CH:27]([CH3:29])[CH3:28])[CH:22]=2)[CH2:17][CH2:16]1)=[O:14])=[O:4], predict the reactants needed to synthesize it. (3) The reactants are: [F:1][C:2]1[CH:3]=[C:4]([N:25]2[CH2:29][C@H:28]([C:30]([NH2:32])=[O:31])[O:27][C:26]2=[O:33])[CH:5]=[CH:6][C:7]=1[N:8]1[CH2:13][CH2:12][N:11]([C:14](=[O:24])[CH2:15][O:16]CC2C=CC=CC=2)[CH2:10][CH2:9]1.[H][H]. Given the product [F:1][C:2]1[CH:3]=[C:4]([N:25]2[CH2:29][C@H:28]([C:30]([NH2:32])=[O:31])[O:27][C:26]2=[O:33])[CH:5]=[CH:6][C:7]=1[N:8]1[CH2:9][CH2:10][N:11]([C:14](=[O:24])[CH2:15][OH:16])[CH2:12][CH2:13]1, predict the reactants needed to synthesize it. (4) The reactants are: [CH2:1]([C:3]([C:28]1[CH:33]=[CH:32][C:31](B2OC(C)(C)C(C)(C)O2)=[C:30]([CH3:43])[CH:29]=1)([C:6]1[CH:11]=[CH:10][C:9]([CH2:12][CH2:13][C:14]([O:23][CH2:24][O:25][CH3:26])([C:19]([F:22])([F:21])[F:20])[C:15]([F:18])([F:17])[F:16])=[C:8]([CH3:27])[CH:7]=1)[CH2:4][CH3:5])[CH3:2].[CH3:44][O:45][C:46](=[O:55])[CH2:47][C:48]1[CH:49]=[N:50][CH:51]=[C:52](Br)[CH:53]=1.P([O-])([O-])([O-])=O.[K+].[K+].[K+]. Given the product [CH3:44][O:45][C:46](=[O:55])[CH2:47][C:48]1[CH:49]=[N:50][CH:51]=[C:52]([C:31]2[CH:32]=[CH:33][C:28]([C:3]([CH2:1][CH3:2])([C:6]3[CH:11]=[CH:10][C:9]([CH2:12][CH2:13][C:14]([O:23][CH2:24][O:25][CH3:26])([C:19]([F:22])([F:20])[F:21])[C:15]([F:18])([F:16])[F:17])=[C:8]([CH3:27])[CH:7]=3)[CH2:4][CH3:5])=[CH:29][C:30]=2[CH3:43])[CH:53]=1, predict the reactants needed to synthesize it. (5) Given the product [C:1]1([O:17][C@@H:18]2[C@H:22]([OH:23])[C@@H:21]([CH2:24][O:25][C:34]([C:51]3[CH:56]=[CH:55][CH:54]=[CH:53][CH:52]=3)([C:43]3[CH:50]=[CH:49][C:46]([O:47][CH3:48])=[CH:45][CH:44]=3)[C:35]3[CH:36]=[CH:37][C:38]([O:39][CH3:40])=[CH:41][CH:42]=3)[O:20][C@H:19]2[N:26]2[CH:33]=[CH:32][C:30](=[O:31])[NH:29][C:27]2=[O:28])[C:14]2[C:15]3=[C:16]4[C:11](=[CH:12][CH:13]=2)[CH:10]=[CH:9][CH:8]=[C:7]4[CH:6]=[CH:5][C:4]3=[CH:3][CH:2]=1, predict the reactants needed to synthesize it. The reactants are: [C:1]1([O:17][C@@H:18]2[C@H:22]([OH:23])[C@@H:21]([CH2:24][OH:25])[O:20][C@H:19]2[N:26]2[CH:33]=[CH:32][C:30](=[O:31])[NH:29][C:27]2=[O:28])[C:14]2[C:15]3=[C:16]4[C:11](=[CH:12][CH:13]=2)[CH:10]=[CH:9][CH:8]=[C:7]4[CH:6]=[CH:5][C:4]3=[CH:3][CH:2]=1.[C:34](Cl)([C:51]1[CH:56]=[CH:55][CH:54]=[CH:53][CH:52]=1)([C:43]1[CH:50]=[CH:49][C:46]([O:47][CH3:48])=[CH:45][CH:44]=1)[C:35]1[CH:42]=[CH:41][C:38]([O:39][CH3:40])=[CH:37][CH:36]=1. (6) Given the product [CH2:19]([O:16][C:11]1[CH:12]=[CH:13][CH:14]=[C:15]2[C:10]=1[CH2:9][CH2:8][CH2:7]2)[CH:18]=[CH2:17], predict the reactants needed to synthesize it. The reactants are: C(=O)([O-])[O-].[K+].[K+].[CH2:7]1[C:15]2[CH:14]=[CH:13][CH:12]=[C:11]([OH:16])[C:10]=2[CH2:9][CH2:8]1.[CH2:17](Br)[CH:18]=[CH2:19].